This data is from Catalyst prediction with 721,799 reactions and 888 catalyst types from USPTO. The task is: Predict which catalyst facilitates the given reaction. (1) Reactant: Br[C:2]1[CH:3]=[C:4]2[C:8](=[CH:9][CH:10]=1)[N:7]([C:11]1[CH:16]=[CH:15][C:14]([F:17])=[CH:13][CH:12]=1)[N:6]=[CH:5]2.[Li]CCCC.C(=O)=O.CC(C)=O.[Na].[Cl:31][C:32]1[N:33]=[CH:34][CH:35]=[C:36]2[C:40]([C:41](=[O:46])[C:42]([F:45])([F:44])[F:43])=[CH:39][NH:38][C:37]=12.[H-].[Na+]. Product: [Cl:31][C:32]1[N:33]=[CH:34][CH:35]=[C:36]2[C:40]([C:41]([C:2]3[CH:3]=[C:4]4[C:8](=[CH:9][CH:10]=3)[N:7]([C:11]3[CH:16]=[CH:15][C:14]([F:17])=[CH:13][CH:12]=3)[N:6]=[CH:5]4)([OH:46])[C:42]([F:43])([F:44])[F:45])=[CH:39][NH:38][C:37]=12. The catalyst class is: 1. (2) Reactant: [H-].[Na+].[Br:3][C:4]1[CH:5]=[C:6]([CH2:17][C:18]([O:20][CH2:21][CH3:22])=[O:19])[CH:7]=[C:8]([Cl:16])[C:9]=1[O:10][CH2:11][C:12]([F:15])([F:14])[F:13].Br[CH2:24][CH2:25][CH2:26]Br. Product: [Br:3][C:4]1[CH:5]=[C:6]([C:17]2([C:18]([O:20][CH2:21][CH3:22])=[O:19])[CH2:26][CH2:25][CH2:24]2)[CH:7]=[C:8]([Cl:16])[C:9]=1[O:10][CH2:11][C:12]([F:15])([F:13])[F:14]. The catalyst class is: 3. (3) Reactant: [Cl:1][C:2]1[N:3]=[C:4](Cl)[C:5]2[C:10]([I:11])=[CH:9][N:8]([CH2:12][O:13][CH2:14][CH2:15][Si:16]([CH3:19])([CH3:18])[CH3:17])[C:6]=2[N:7]=1.[OH:21][CH:22]1[CH2:25][CH:24]([C:26]#[N:27])[CH2:23]1.CC([O-])(C)C.[Na+]. Product: [Cl:1][C:2]1[N:3]=[C:4]([O:21][CH:22]2[CH2:25][CH:24]([C:26]#[N:27])[CH2:23]2)[C:5]2[C:10]([I:11])=[CH:9][N:8]([CH2:12][O:13][CH2:14][CH2:15][Si:16]([CH3:19])([CH3:18])[CH3:17])[C:6]=2[N:7]=1. The catalyst class is: 12. (4) Reactant: CO[C:3]([C:5]1[C:6](=[O:38])[C:7]2[CH:12]=[N:11][C:10]([NH:13][C:14]3[CH:19]=[CH:18][C:17]([CH:20]4[CH2:25][CH2:24][N:23]([CH3:26])[CH2:22][CH2:21]4)=[CH:16][CH:15]=3)=[N:9][C:8]=2[N:27]([C:29]2[CH:30]=[C:31]3[C:35](=[CH:36][CH:37]=2)[CH2:34][CH2:33][CH2:32]3)[CH:28]=1)=[O:4].[CH3:39][O:40][NH2:41].CO. Product: [CH3:39][O:40][NH:41][C:3]([C:5]1[C:6](=[O:38])[C:7]2[CH:12]=[N:11][C:10]([NH:13][C:14]3[CH:15]=[CH:16][C:17]([CH:20]4[CH2:21][CH2:22][N:23]([CH3:26])[CH2:24][CH2:25]4)=[CH:18][CH:19]=3)=[N:9][C:8]=2[N:27]([C:29]2[CH:30]=[C:31]3[C:35](=[CH:36][CH:37]=2)[CH2:34][CH2:33][CH2:32]3)[CH:28]=1)=[O:4]. The catalyst class is: 6. (5) Reactant: [NH2:1][OH:2].[CH3:3][C:4]1[C:8]([C:9]2[N:10]([C:25]#[N:26])[C:11]3[C:16]([C:17]=2[C:18]2[CH:23]=[CH:22][C:21]([OH:24])=[CH:20][CH:19]=2)=[CH:15][CH:14]=[CH:13][CH:12]=3)=[C:7]([CH3:27])[S:6][N:5]=1. Product: [CH3:3][C:4]1[C:8]([C:9]2[N:10]([C:25](=[N:1][OH:2])[NH2:26])[C:11]3[C:16]([C:17]=2[C:18]2[CH:23]=[CH:22][C:21]([OH:24])=[CH:20][CH:19]=2)=[CH:15][CH:14]=[CH:13][CH:12]=3)=[C:7]([CH3:27])[S:6][N:5]=1. The catalyst class is: 5. (6) Reactant: [CH2:1]([N:5]1[CH2:10][CH2:9][C:8]([CH3:12])([CH3:11])[C:7]([C:13](=[O:16])[CH:14]=[CH2:15])=[CH:6]1)[CH:2]([CH3:4])[CH3:3].Br[C:18]1[CH:23]=[CH:22][C:21]([O:24][CH3:25])=[CH:20][CH:19]=1.C(N(CC)CC)C.COC1C=CC=CC=1P(C1C=CC=CC=1OC)C1C=CC=CC=1OC. Product: [CH2:1]([N:5]1[CH2:10][CH2:9][C:8]([CH3:11])([CH3:12])[C:7]([C:13](=[O:16])/[CH:14]=[CH:15]/[C:18]2[CH:23]=[CH:22][C:21]([O:24][CH3:25])=[CH:20][CH:19]=2)=[CH:6]1)[CH:2]([CH3:4])[CH3:3]. The catalyst class is: 524. (7) Reactant: [C:1]([O:5][C:6](=[O:35])[CH2:7][C@H:8]([NH:16][S:17]([C:20]1[CH:25]=[CH:24][C:23]([NH2:26])=[CH:22][C:21]=1[O:27][CH2:28][C:29]1[CH:34]=[CH:33][CH:32]=[CH:31][CH:30]=1)(=[O:19])=[O:18])[CH:9]([O:13][CH2:14][CH3:15])[O:10][CH2:11][CH3:12])([CH3:4])([CH3:3])[CH3:2].C(N1CC[O:41][CH2:40][CH2:39]1)C.C(Cl)(=O)C. Product: [C:1]([O:5][C:6](=[O:35])[CH2:7][C@H:8]([NH:16][S:17]([C:20]1[CH:25]=[CH:24][C:23]([NH:26][C:40](=[O:41])[CH3:39])=[CH:22][C:21]=1[O:27][CH2:28][C:29]1[CH:34]=[CH:33][CH:32]=[CH:31][CH:30]=1)(=[O:19])=[O:18])[CH:9]([O:10][CH2:11][CH3:12])[O:13][CH2:14][CH3:15])([CH3:3])([CH3:4])[CH3:2]. The catalyst class is: 4.